Dataset: NCI-60 drug combinations with 297,098 pairs across 59 cell lines. Task: Regression. Given two drug SMILES strings and cell line genomic features, predict the synergy score measuring deviation from expected non-interaction effect. (1) Drug 1: CCC(=C(C1=CC=CC=C1)C2=CC=C(C=C2)OCCN(C)C)C3=CC=CC=C3.C(C(=O)O)C(CC(=O)O)(C(=O)O)O. Drug 2: C1CNP(=O)(OC1)N(CCCl)CCCl. Cell line: SN12C. Synergy scores: CSS=2.59, Synergy_ZIP=4.10, Synergy_Bliss=-0.566, Synergy_Loewe=0.503, Synergy_HSA=0.523. (2) Drug 1: CN1C(=O)N2C=NC(=C2N=N1)C(=O)N. Drug 2: C(CN)CNCCSP(=O)(O)O. Cell line: NCI-H322M. Synergy scores: CSS=-4.20, Synergy_ZIP=7.00, Synergy_Bliss=-2.66, Synergy_Loewe=-4.51, Synergy_HSA=-7.20. (3) Drug 1: CC12CCC3C(C1CCC2=O)CC(=C)C4=CC(=O)C=CC34C. Drug 2: CCC1(CC2CC(C3=C(CCN(C2)C1)C4=CC=CC=C4N3)(C5=C(C=C6C(=C5)C78CCN9C7C(C=CC9)(C(C(C8N6C=O)(C(=O)OC)O)OC(=O)C)CC)OC)C(=O)OC)O.OS(=O)(=O)O. Cell line: HCT-15. Synergy scores: CSS=26.4, Synergy_ZIP=1.87, Synergy_Bliss=1.46, Synergy_Loewe=1.08, Synergy_HSA=0.484. (4) Synergy scores: CSS=1.26, Synergy_ZIP=6.95, Synergy_Bliss=1.80, Synergy_Loewe=-1.41, Synergy_HSA=-1.30. Drug 1: CC12CCC3C(C1CCC2O)C(CC4=C3C=CC(=C4)O)CCCCCCCCCS(=O)CCCC(C(F)(F)F)(F)F. Drug 2: CCCCCOC(=O)NC1=NC(=O)N(C=C1F)C2C(C(C(O2)C)O)O. Cell line: M14. (5) Drug 1: C1=NC(=NC(=O)N1C2C(C(C(O2)CO)O)O)N. Drug 2: C1=NNC2=C1C(=O)NC=N2. Cell line: SW-620. Synergy scores: CSS=21.2, Synergy_ZIP=2.32, Synergy_Bliss=2.76, Synergy_Loewe=-19.8, Synergy_HSA=1.68. (6) Drug 1: CC1=C(N=C(N=C1N)C(CC(=O)N)NCC(C(=O)N)N)C(=O)NC(C(C2=CN=CN2)OC3C(C(C(C(O3)CO)O)O)OC4C(C(C(C(O4)CO)O)OC(=O)N)O)C(=O)NC(C)C(C(C)C(=O)NC(C(C)O)C(=O)NCCC5=NC(=CS5)C6=NC(=CS6)C(=O)NCCC[S+](C)C)O. Drug 2: C1C(C(OC1N2C=NC(=NC2=O)N)CO)O. Cell line: MALME-3M. Synergy scores: CSS=6.98, Synergy_ZIP=-4.34, Synergy_Bliss=-1.35, Synergy_Loewe=-0.924, Synergy_HSA=0.442. (7) Drug 1: CCCCC(=O)OCC(=O)C1(CC(C2=C(C1)C(=C3C(=C2O)C(=O)C4=C(C3=O)C=CC=C4OC)O)OC5CC(C(C(O5)C)O)NC(=O)C(F)(F)F)O. Drug 2: B(C(CC(C)C)NC(=O)C(CC1=CC=CC=C1)NC(=O)C2=NC=CN=C2)(O)O. Cell line: SNB-19. Synergy scores: CSS=69.6, Synergy_ZIP=4.29, Synergy_Bliss=3.52, Synergy_Loewe=-0.158, Synergy_HSA=4.19. (8) Drug 1: CC1=CC=C(C=C1)C2=CC(=NN2C3=CC=C(C=C3)S(=O)(=O)N)C(F)(F)F. Drug 2: C1CNP(=O)(OC1)N(CCCl)CCCl. Cell line: OVCAR-4. Synergy scores: CSS=1.35, Synergy_ZIP=-0.816, Synergy_Bliss=-3.09, Synergy_Loewe=-54.4, Synergy_HSA=-3.52. (9) Drug 1: C1CC(=O)NC(=O)C1N2CC3=C(C2=O)C=CC=C3N. Drug 2: COCCOC1=C(C=C2C(=C1)C(=NC=N2)NC3=CC=CC(=C3)C#C)OCCOC.Cl. Cell line: UACC62. Synergy scores: CSS=4.11, Synergy_ZIP=-1.86, Synergy_Bliss=-0.583, Synergy_Loewe=-0.835, Synergy_HSA=0.713.